This data is from Forward reaction prediction with 1.9M reactions from USPTO patents (1976-2016). The task is: Predict the product of the given reaction. (1) Given the reactants C(Cl)CCl.ClC(Cl)C(O)=O.[NH2:11][C:12](=[O:40])[CH:13]([CH:15]([NH:20][C:21]([C:23]1[C:24]([N:29]2[CH:33]=[C:32]([C:34]3[CH:39]=[CH:38][CH:37]=[CH:36][CH:35]=3)[CH:31]=[N:30]2)=[N:25][CH:26]=[CH:27][CH:28]=1)=[O:22])[CH2:16][CH2:17][CH2:18][CH3:19])[OH:14].O, predict the reaction product. The product is: [NH2:11][C:12](=[O:40])[C:13]([CH:15]([NH:20][C:21](=[O:22])[C:23]1[CH:28]=[CH:27][CH:26]=[N:25][C:24]=1[N:29]1[CH:33]=[C:32]([C:34]2[CH:35]=[CH:36][CH:37]=[CH:38][CH:39]=2)[CH:31]=[N:30]1)[CH2:16][CH2:17][CH2:18][CH3:19])=[O:14]. (2) Given the reactants Br[C:2]1[C:7]2[C:8](=[O:24])[N:9]3[CH2:16][CH2:15][N:14]([C:17]([O:19][C:20]([CH3:23])([CH3:22])[CH3:21])=[O:18])[CH2:13][CH:10]3[CH2:11][O:12][C:6]=2[CH:5]=[CH:4][CH:3]=1.[F:25][C:26]1[CH:31]=[CH:30][CH:29]=[CH:28][C:27]=1B(O)O.C(=O)([O-])[O-].[K+].[K+].O, predict the reaction product. The product is: [F:25][C:26]1[CH:31]=[CH:30][CH:29]=[CH:28][C:27]=1[C:2]1[C:7]2[C:8](=[O:24])[N:9]3[CH2:16][CH2:15][N:14]([C:17]([O:19][C:20]([CH3:23])([CH3:22])[CH3:21])=[O:18])[CH2:13][CH:10]3[CH2:11][O:12][C:6]=2[CH:5]=[CH:4][CH:3]=1. (3) Given the reactants [Br:1][C:2]1[CH:3]=[CH:4][C:5]2[C:18]3[N:17]=[C:16]([C:19]4[C:24]([Br:25])=[CH:23][CH:22]=[CH:21][C:20]=4[Br:26])[NH:15][C:14]=3[C:13]3[C:8](=[CH:9][C:10]([Br:27])=[CH:11][CH:12]=3)[C:6]=2[CH:7]=1.[H-].[Na+].[CH3:30][Si:31]([CH2:34][CH2:35][O:36][CH2:37]Cl)([CH3:33])[CH3:32].O, predict the reaction product. The product is: [Br:27][C:10]1[CH:11]=[CH:12][C:13]2[C:14]3[N:15]=[C:16]([C:19]4[C:24]([Br:25])=[CH:23][CH:22]=[CH:21][C:20]=4[Br:26])[N:17]([CH2:37][O:36][CH2:35][CH2:34][Si:31]([CH3:33])([CH3:32])[CH3:30])[C:18]=3[C:5]3[C:6](=[CH:7][C:2]([Br:1])=[CH:3][CH:4]=3)[C:8]=2[CH:9]=1. (4) Given the reactants [Si]([O:8][CH2:9][CH2:10][CH:11]1[C:16]2[S:17][C:18]([C:20]([NH2:22])=[O:21])=[CH:19][C:15]=2[CH2:14][CH2:13][O:12]1)(C(C)(C)C)(C)C.[F-].C([N+](CCCC)(CCCC)CCCC)CCC, predict the reaction product. The product is: [OH:8][CH2:9][CH2:10][CH:11]1[C:16]2[S:17][C:18]([C:20]([NH2:22])=[O:21])=[CH:19][C:15]=2[CH2:14][CH2:13][O:12]1.